Dataset: Reaction yield outcomes from USPTO patents with 853,638 reactions. Task: Predict the reaction yield, written as a fraction of the theoretical maximum amount of product (1.0 means a 100% yield; for example, 0.34 means a 34% yield). (1) The reactants are [Br:1][C:2]1[CH:3]=[CH:4][C:5]([CH2:8][C:9]#[N:10])=[N:6][CH:7]=1.Br[CH2:12][CH2:13][CH2:14][CH2:15]Br. No catalyst specified. The product is [Br:1][C:2]1[CH:3]=[CH:4][C:5]([C:8]2([C:9]#[N:10])[CH2:15][CH2:14][CH2:13][CH2:12]2)=[N:6][CH:7]=1. The yield is 0.780. (2) The reactants are C([Mg]Cl)(C)C.[N:6]1[C:11]2[S:12][C:13]([C:15]([O:17]C)=O)=[CH:14][C:10]=2[CH:9]=[N:8][CH:7]=1.[CH3:19][O:20][N-:21][CH3:22]. The catalyst is C1COCC1. The product is [CH3:19][O:20][N:21]([CH3:22])[C:15]([C:13]1[S:12][C:11]2[N:6]=[CH:7][N:8]=[CH:9][C:10]=2[CH:14]=1)=[O:17]. The yield is 0.670.